This data is from Catalyst prediction with 721,799 reactions and 888 catalyst types from USPTO. The task is: Predict which catalyst facilitates the given reaction. Product: [C:1]([Si:5]([C:19]1[CH:24]=[CH:23][CH:22]=[CH:21][CH:20]=1)([C:25]1[CH:30]=[CH:29][CH:28]=[CH:27][CH:26]=1)[O:6][CH2:7][C:8]#[C:9][CH2:10][CH2:11][OH:12])([CH3:4])([CH3:2])[CH3:3]. The catalyst class is: 5. Reactant: [C:1]([Si:5]([C:25]1[CH:30]=[CH:29][CH:28]=[CH:27][CH:26]=1)([C:19]1[CH:24]=[CH:23][CH:22]=[CH:21][CH:20]=1)[O:6][CH2:7][C:8]#[C:9][CH2:10][CH2:11][O:12]C1CCCCO1)([CH3:4])([CH3:3])[CH3:2].CC1C=CC(S([O-])(=O)=O)=CC=1.C1C=C[NH+]=CC=1.